Dataset: Peptide-MHC class I binding affinity with 185,985 pairs from IEDB/IMGT. Task: Regression. Given a peptide amino acid sequence and an MHC pseudo amino acid sequence, predict their binding affinity value. This is MHC class I binding data. The peptide sequence is RQRAVRMVL. The MHC is HLA-A32:07 with pseudo-sequence HLA-A32:07. The binding affinity (normalized) is 0.683.